The task is: Predict the reaction yield, written as a fraction of the theoretical maximum amount of product (1.0 means a 100% yield; for example, 0.34 means a 34% yield).. This data is from Reaction yield outcomes from USPTO patents with 853,638 reactions. The yield is 0.430. The catalyst is C1COCC1. The product is [CH3:6][C:2]([C:7]1[NH:8][C:9]2[C:14]([CH:15]=1)=[CH:13][C:12]([N+:16]([O-:18])=[O:17])=[CH:11][CH:10]=2)([CH3:1])[CH2:3][NH2:5]. The reactants are [CH3:1][C:2]([C:7]1[NH:8][C:9]2[C:14]([CH:15]=1)=[CH:13][C:12]([N+:16]([O-:18])=[O:17])=[CH:11][CH:10]=2)([CH3:6])[C:3]([NH2:5])=O.Cl.